Dataset: Forward reaction prediction with 1.9M reactions from USPTO patents (1976-2016). Task: Predict the product of the given reaction. (1) The product is: [C:4]([CH2:3][CH2:2][NH:1][C:13](=[O:14])[C:12]1[CH:16]=[CH:17][CH:18]=[CH:19][C:11]=1[N:7]1[N:8]=[CH:9][CH:10]=[N:6]1)#[N:5]. Given the reactants [NH2:1][CH2:2][CH2:3][C:4]#[N:5].[N:6]1[N:7]([C:11]2[CH:19]=[CH:18][CH:17]=[CH:16][C:12]=2[C:13](O)=[O:14])[N:8]=[CH:9][CH:10]=1, predict the reaction product. (2) Given the reactants [N:1]12[CH2:9][CH2:8][CH:5]([CH2:6][CH2:7]1)[NH:4][C:3](=O)[CH2:2]2.O, predict the reaction product. The product is: [N:1]12[CH2:9][CH2:8][CH:5]([CH2:6][CH2:7]1)[NH:4][CH2:3][CH2:2]2. (3) Given the reactants [H-].[Na+].[CH:3]1([CH2:8][OH:9])[CH2:7][CH:6]=[CH:5][CH2:4]1.Br[CH2:11][CH2:12][CH2:13][CH2:14][CH2:15][CH2:16][CH2:17][CH2:18][CH2:19][CH2:20][CH2:21][CH3:22], predict the reaction product. The product is: [CH2:22]([O:9][CH2:8][CH:3]1[CH2:7][CH:6]=[CH:5][CH2:4]1)[CH2:21][CH2:20][CH2:19][CH2:18][CH2:17][CH2:16][CH2:15][CH2:14][CH2:13][CH2:12][CH3:11]. (4) Given the reactants [C:1]1([C:21]2[CH:26]=[CH:25][CH:24]=[CH:23][CH:22]=2)[CH:6]=[CH:5][C:4]([C:7]([N:9]2[CH2:13][C:12](=[N:14][O:15][CH3:16])[CH2:11][C@H:10]2[C:17](=[N:19][OH:20])[NH2:18])=[O:8])=[CH:3][CH:2]=1.[CH:27]([NH:29][CH2:30][C:31](O)=O)=[O:28], predict the reaction product. The product is: [C:1]1([C:21]2[CH:26]=[CH:25][CH:24]=[CH:23][CH:22]=2)[CH:2]=[CH:3][C:4]([C:7]([N:9]2[CH2:13][C:12](=[N:14][O:15][CH3:16])[CH2:11][C@H:10]2[C:17]2[N:18]=[C:31]([CH2:30][NH:29][CH:27]=[O:28])[O:20][N:19]=2)=[O:8])=[CH:5][CH:6]=1.